From a dataset of Experimentally validated miRNA-target interactions with 360,000+ pairs, plus equal number of negative samples. Binary Classification. Given a miRNA mature sequence and a target amino acid sequence, predict their likelihood of interaction. (1) The miRNA is hsa-miR-1203 with sequence CCCGGAGCCAGGAUGCAGCUC. The protein sequence of the target gene is MSRSVLEALTSSTAMQCVPSDGCAMLLRVRASITLHERLRGLEACAMSLDTQETQCQSVWVARASHRQQGGQQLQVHFGCFAVSVAQHLYVTLRTIPHFCGVQLDQRHLVEAGKLSYWVDRRRKAILVQVPRASGSPDYYLRLCLKRFTCEDAGAPVRVTANSVSQAVFLPYSQELPCLCLEGWSATPDAVRIQICPFENDTEALEVLWDTVYYHPESQTLSWEPACPVSGHVSLCWRPGPGAGCRKLQQSSQLVHRRVQYPLVDTQPQLCLKFSTSWGSWVRCPFEQRRFPTPPTSRCT.... Result: 0 (no interaction). (2) The miRNA is mmu-miR-429-3p with sequence UAAUACUGUCUGGUAAUGCCGU. The protein sequence of the target gene is MEARDKQVLRSLRLELGAEVLVEGLVLQYLYQEGILTENHIQEIKAQTTGLRKTMLLLDILPSRGPKAFDTFLDSLQEFPWVREKLEKAREEVTAELPTGDWMAGIPSHILSSSPSDQQINQLAQRLGPEWEPVVLSLGLSQTDIYRCKANHPHNVHSQVVEAFVRWRQRFGKQATFLSLHKGLQAVEADPSLLQHMLE. Result: 1 (interaction).